This data is from Peptide-MHC class II binding affinity with 134,281 pairs from IEDB. The task is: Regression. Given a peptide amino acid sequence and an MHC pseudo amino acid sequence, predict their binding affinity value. This is MHC class II binding data. (1) The peptide sequence is YDKFLANVLTVLTGK. The MHC is DRB1_1101 with pseudo-sequence DRB1_1101. The binding affinity (normalized) is 0.561. (2) The peptide sequence is ILRQLLTGGVKKGRPSLKLQ. The MHC is DRB1_0101 with pseudo-sequence DRB1_0101. The binding affinity (normalized) is 0.423. (3) The peptide sequence is AAATAGTTVYGAFAN. The binding affinity (normalized) is 0.437. The MHC is HLA-DQA10401-DQB10402 with pseudo-sequence HLA-DQA10401-DQB10402.